From a dataset of Forward reaction prediction with 1.9M reactions from USPTO patents (1976-2016). Predict the product of the given reaction. (1) Given the reactants Br[CH2:2][CH2:3][CH2:4][CH2:5][N:6]1[C:10](=[O:11])[CH:9]2[CH2:12][CH2:13][CH2:14][N:8]2[C:7]1=[O:15].[CH3:16][C@H:17]1[NH:22][CH2:21][CH2:20][N:19]([C:23]2[C:31]3[NH:30][CH:29]=[N:28][C:27]=3[CH:26]=[CH:25][CH:24]=2)[CH2:18]1, predict the reaction product. The product is: [N:28]1[C:27]2[CH:26]=[CH:25][CH:24]=[C:23]([N:19]3[CH2:20][CH2:21][N:22]([CH2:2][CH2:3][CH2:4][CH2:5][N:6]4[C:10](=[O:11])[CH:9]5[CH2:12][CH2:13][CH2:14][N:8]5[C:7]4=[O:15])[C@H:17]([CH3:16])[CH2:18]3)[C:31]=2[NH:30][CH:29]=1. (2) Given the reactants [C:1]([C:3]1[CH:8]=[CH:7][C:6]([C:9]2[N:13]3[CH:14]=[C:15]([C:19]4[CH:27]=[CH:26][C:22]([C:23](O)=[O:24])=[CH:21][CH:20]=4)[C:16]([CH3:18])=[CH:17][C:12]3=[N:11][CH:10]=2)=[CH:5][CH:4]=1)#[N:2].CN(C(ON1N=NC2C=CC=NC1=2)=[N+](C)C)C.F[P-](F)(F)(F)(F)F.CN1CCOCC1.[CH3:59][N:60]1[CH2:65][CH2:64][NH:63][CH2:62][CH2:61]1, predict the reaction product. The product is: [CH3:18][C:16]1[C:15]([C:19]2[CH:20]=[CH:21][C:22]([C:23]([N:63]3[CH2:64][CH2:65][N:60]([CH3:59])[CH2:61][CH2:62]3)=[O:24])=[CH:26][CH:27]=2)=[CH:14][N:13]2[C:9]([C:6]3[CH:7]=[CH:8][C:3]([C:1]#[N:2])=[CH:4][CH:5]=3)=[CH:10][N:11]=[C:12]2[CH:17]=1.